From a dataset of Reaction yield outcomes from USPTO patents with 853,638 reactions. Predict the reaction yield, written as a fraction of the theoretical maximum amount of product (1.0 means a 100% yield; for example, 0.34 means a 34% yield). The reactants are Br[C:2]1[N:3]=[C:4]2[N:11]([CH2:12][CH2:13][N:14]3[CH2:19][CH2:18][O:17][CH2:16][CH2:15]3)[CH2:10][C:9](=[O:20])[NH:8][C:5]2=[N:6][CH:7]=1.BrC1C(N[C:30](=[O:33])[CH2:31]I)=NC=C(Br)N=1.C(N([CH:40]([CH3:42])[CH3:41])CC)(C)C.O1CCN(CCN)C[CH2:44]1.[C:52](#[N:54])[CH3:53]. The catalyst is C(OCC)(=O)C.CO. The product is [OH:33][C:30]([C:42]1[N:54]=[CH:52][C:53]([C:2]2[N:3]=[C:4]3[N:11]([CH2:12][CH2:13][N:14]4[CH2:19][CH2:18][O:17][CH2:16][CH2:15]4)[CH2:10][C:9](=[O:20])[NH:8][C:5]3=[N:6][CH:7]=2)=[CH:41][CH:40]=1)([CH3:44])[CH3:31]. The yield is 0.560.